From a dataset of Full USPTO retrosynthesis dataset with 1.9M reactions from patents (1976-2016). Predict the reactants needed to synthesize the given product. (1) Given the product [ClH:16].[NH2:2][CH2:1][C:3]1[CH:8]=[CH:7][C:6]([F:9])=[CH:5][C:4]=1[O:10][C:11](=[O:15])[N:12]([CH3:13])[CH3:14], predict the reactants needed to synthesize it. The reactants are: [C:1]([C:3]1[CH:8]=[CH:7][C:6]([F:9])=[CH:5][C:4]=1[O:10][C:11](=[O:15])[N:12]([CH3:14])[CH3:13])#[N:2].[ClH:16].[H][H]. (2) Given the product [C:1]([O:5][C:6]([NH:8][C:9]1([C:14]([NH2:18])=[O:16])[CH2:13][CH2:12][CH2:11][CH2:10]1)=[O:7])([CH3:4])([CH3:3])[CH3:2], predict the reactants needed to synthesize it. The reactants are: [C:1]([O:5][C:6]([NH:8][C:9]1([C:14]([OH:16])=O)[CH2:13][CH2:12][CH2:11][CH2:10]1)=[O:7])([CH3:4])([CH3:3])[CH3:2].O[N:18]1C2C=CC=CC=2N=N1.Cl.C(N=C=NCCCN(C)C)C.N.